Task: Predict the reactants needed to synthesize the given product.. Dataset: Full USPTO retrosynthesis dataset with 1.9M reactions from patents (1976-2016) (1) Given the product [Cl:1][C:2]1[CH:3]=[CH:4][C:5]2[N:11]([C:12](=[O:29])[C:13]3[CH:18]=[CH:17][C:16]([CH:19]([O:28][C:41](=[O:43])[CH3:42])[CH2:20][C:21]4[CH:26]=[CH:25][CH:24]=[CH:23][C:22]=4[CH3:27])=[CH:15][CH:14]=3)[CH2:10][CH2:9][CH2:8][CH:7]([CH2:30][C:31]([N:33]3[CH2:38][CH2:37][N:36]([CH3:39])[CH2:35][CH2:34]3)=[O:32])[C:6]=2[CH:40]=1, predict the reactants needed to synthesize it. The reactants are: [Cl:1][C:2]1[CH:3]=[CH:4][C:5]2[N:11]([C:12](=[O:29])[C:13]3[CH:18]=[CH:17][C:16]([CH:19]([OH:28])[CH2:20][C:21]4[CH:26]=[CH:25][CH:24]=[CH:23][C:22]=4[CH3:27])=[CH:15][CH:14]=3)[CH2:10][CH2:9][CH2:8][CH:7]([CH2:30][C:31]([N:33]3[CH2:38][CH2:37][N:36]([CH3:39])[CH2:35][CH2:34]3)=[O:32])[C:6]=2[CH:40]=1.[C:41](OC(=O)C)(=[O:43])[CH3:42].S(=O)(=O)(O)O.C(=O)([O-])O.[Na+]. (2) Given the product [ClH:43].[C:39]([C:27]1[CH:28]=[C:29]2[C:34](=[CH:35][C:26]=1[O:25][C:24]1[CH:23]=[CH:22][C:21]([C:19](=[O:20])[NH:18][C:12]3[CH:11]=[C:10]4[C:15]([CH2:16][CH2:17][NH:8][CH2:9]4)=[CH:14][CH:13]=3)=[CH:42][CH:41]=1)[O:33][CH2:32][CH2:31][CH:30]2[C:36]([OH:38])=[O:37])#[N:40], predict the reactants needed to synthesize it. The reactants are: C(OC([N:8]1[CH2:17][CH2:16][C:15]2[C:10](=[CH:11][C:12]([NH:18][C:19]([C:21]3[CH:42]=[CH:41][C:24]([O:25][C:26]4[CH:35]=[C:34]5[C:29]([CH:30]([C:36]([OH:38])=[O:37])[CH2:31][CH2:32][O:33]5)=[CH:28][C:27]=4[C:39]#[N:40])=[CH:23][CH:22]=3)=[O:20])=[CH:13][CH:14]=2)[CH2:9]1)=O)(C)(C)C.[ClH:43]. (3) Given the product [CH3:16][O:17][C:18]1[CH:23]=[CH:22][C:21]([C:24]2([C:27]3[N:4]4[N:5]=[C:6]([C:10]5[CH:15]=[CH:14][CH:13]=[CH:12][CH:11]=5)[C:7](=[O:9])[NH:8][C:3]4=[N:1][N:2]=3)[CH2:25][CH2:26]2)=[CH:20][CH:19]=1, predict the reactants needed to synthesize it. The reactants are: [NH:1]([C:3]1[NH:8][C:7](=[O:9])[C:6]([C:10]2[CH:15]=[CH:14][CH:13]=[CH:12][CH:11]=2)=[N:5][N:4]=1)[NH2:2].[CH3:16][O:17][C:18]1[CH:23]=[CH:22][C:21]([C:24]2([C:27](Cl)=O)[CH2:26][CH2:25]2)=[CH:20][CH:19]=1. (4) Given the product [F:31][C:21]1[CH:22]=[C:23]([S:27]([CH3:30])(=[O:29])=[O:28])[C:24]([F:26])=[CH:25][C:20]=1[O:19][C@H:16]1[CH2:17][CH2:18][N:14]([CH:11]2[CH2:12][CH2:13][N:8]([C:5]3[N:4]=[CH:3][C:2]([C:33]4[CH:38]=[CH:37][CH:36]=[CH:35][CH:34]=4)=[CH:7][N:6]=3)[CH2:9][CH2:10]2)[C:15]1=[O:32], predict the reactants needed to synthesize it. The reactants are: Br[C:2]1[CH:3]=[N:4][C:5]([N:8]2[CH2:13][CH2:12][CH:11]([N:14]3[CH2:18][CH2:17][C@H:16]([O:19][C:20]4[CH:25]=[C:24]([F:26])[C:23]([S:27]([CH3:30])(=[O:29])=[O:28])=[CH:22][C:21]=4[F:31])[C:15]3=[O:32])[CH2:10][CH2:9]2)=[N:6][CH:7]=1.[C:33]1(B(O)O)[CH:38]=[CH:37][CH:36]=[CH:35][CH:34]=1.C([O-])([O-])=O.[Na+].[Na+].